From a dataset of Catalyst prediction with 721,799 reactions and 888 catalyst types from USPTO. Predict which catalyst facilitates the given reaction. (1) Reactant: C[O:2][C:3](=[O:38])[CH2:4][CH:5]1[N:10]([C:11]([C:13]2[CH:17]=[C:16]([CH3:18])[N:15]([C:19]3[CH:24]=[CH:23][CH:22]=[CH:21][CH:20]=3)[C:14]=2[C:25]2[CH:30]=[CH:29][CH:28]=[CH:27][CH:26]=2)=[O:12])[CH2:9][CH2:8][N:7]([C:31]([O:33][C:34]([CH3:37])([CH3:36])[CH3:35])=[O:32])[CH2:6]1.[OH-].[Li+].O.Cl. The catalyst class is: 36. Product: [C:34]([O:33][C:31]([N:7]1[CH2:8][CH2:9][N:10]([C:11]([C:13]2[CH:17]=[C:16]([CH3:18])[N:15]([C:19]3[CH:20]=[CH:21][CH:22]=[CH:23][CH:24]=3)[C:14]=2[C:25]2[CH:26]=[CH:27][CH:28]=[CH:29][CH:30]=2)=[O:12])[CH:5]([CH2:4][C:3]([OH:38])=[O:2])[CH2:6]1)=[O:32])([CH3:37])([CH3:35])[CH3:36]. (2) Reactant: [F:1][C:2]1[CH:18]=[CH:17][CH:16]=[C:15]([F:19])[C:3]=1[CH2:4][N:5]1[CH:9]=[C:8]([C:10](OCC)=[O:11])[N:7]=[N:6]1.[NH3:20].C(O)=O.C(O)CCC. Product: [CH:17]1[CH:16]=[C:15]([F:19])[C:3]([CH2:4][N:5]2[N:6]=[N:7][C:8]([C:10]([NH2:20])=[O:11])=[CH:9]2)=[C:2]([F:1])[CH:18]=1. The catalyst class is: 5. (3) Reactant: [Si:1]([O:8]S(C(F)(F)F)(=O)=O)([C:4]([CH3:7])([CH3:6])[CH3:5])([CH3:3])[CH3:2].[CH3:16][O:17][C:18]([CH:20]([CH2:27][CH2:28][CH2:29][CH2:30][CH2:31][CH2:32][CH2:33][CH2:34][CH2:35][CH2:36][CH2:37][CH3:38])[C:21](=O)[C:22]([O:24][CH3:25])=[O:23])=[O:19].CCN(CC)CC. Product: [Si:1]([O:8][C:21](=[C:20]([C:18]([O:17][CH3:16])=[O:19])[CH2:27][CH2:28][CH2:29][CH2:30][CH2:31][CH2:32][CH2:33][CH2:34][CH2:35][CH2:36][CH2:37][CH3:38])[C:22]([O:24][CH3:25])=[O:23])([C:4]([CH3:7])([CH3:6])[CH3:5])([CH3:3])[CH3:2]. The catalyst class is: 2. (4) The catalyst class is: 19. Product: [CH3:28][NH:27][C:26]([CH2:25][N:6]([CH2:5][C:3](=[O:4])[NH:2][CH3:1])[C:7]([C:9]1[CH:24]=[CH:23][C:12]([C:13]([OH:15])=[O:14])=[CH:11][CH:10]=1)=[O:8])=[O:29]. Reactant: [CH3:1][NH:2][C:3]([CH2:5][N:6]([CH2:25][C:26](=[O:29])[NH:27][CH3:28])[C:7]([C:9]1[CH:24]=[CH:23][C:12]([C:13]([O:15]CC2C=CC=CC=2)=[O:14])=[CH:11][CH:10]=1)=[O:8])=[O:4]. (5) Reactant: [NH2:1][C:2]1[CH:11]=[C:10]2[C:5]([CH:6]=[CH:7][CH:8]=[C:9]2[N:12]2[CH2:17][CH2:16][N:15]([CH3:18])[CH2:14][CH2:13]2)=[CH:4][CH:3]=1.C(N(CC)CC)C.[N+:26]([C:29]1[CH:30]=[C:31]([CH:35]=[C:36]([N+:38]([O-:40])=[O:39])[CH:37]=1)[C:32](Cl)=[O:33])([O-:28])=[O:27]. Product: [N+:26]([C:29]1[CH:30]=[C:31]([CH:35]=[C:36]([N+:38]([O-:40])=[O:39])[CH:37]=1)[C:32]([NH:1][C:2]1[CH:11]=[C:10]2[C:5]([CH:6]=[CH:7][CH:8]=[C:9]2[N:12]2[CH2:17][CH2:16][N:15]([CH3:18])[CH2:14][CH2:13]2)=[CH:4][CH:3]=1)=[O:33])([O-:28])=[O:27]. The catalyst class is: 10.